From a dataset of Reaction yield outcomes from USPTO patents with 853,638 reactions. Predict the reaction yield, written as a fraction of the theoretical maximum amount of product (1.0 means a 100% yield; for example, 0.34 means a 34% yield). (1) The reactants are [N:1]([CH2:4][CH2:5][C@H:6]([NH:15][C:16]([O:18][C:19]([CH3:22])([CH3:21])[CH3:20])=[O:17])[C:7]([O:9][CH:10]1[CH2:14][CH2:13][CH2:12][CH2:11]1)=[O:8])=[N+]=[N-].C(O)(=O)C. The catalyst is C(O)C. The product is [NH2:1][CH2:4][CH2:5][C@H:6]([NH:15][C:16]([O:18][C:19]([CH3:22])([CH3:21])[CH3:20])=[O:17])[C:7]([O:9][CH:10]1[CH2:11][CH2:12][CH2:13][CH2:14]1)=[O:8]. The yield is 0.780. (2) The product is [CH2:5]([N:12]1[CH2:13][CH:14]2[CH:19]([NH:2][CH3:1])[CH:17]([CH2:16][CH2:15]2)[CH2:18]1)[C:6]1[CH:7]=[CH:8][CH:9]=[CH:10][CH:11]=1. The catalyst is CO.[Cl-].[Zn+2].[Cl-]. The reactants are [C:1]([BH3-])#[N:2].[Na+].[CH2:5]([N:12]1[CH2:18][CH:17]2[C:19](=O)[CH:14]([CH2:15][CH2:16]2)[CH2:13]1)[C:6]1[CH:11]=[CH:10][CH:9]=[CH:8][CH:7]=1.Cl.CN.[OH-].[Na+]. The yield is 0.490.